Predict which catalyst facilitates the given reaction. From a dataset of Catalyst prediction with 721,799 reactions and 888 catalyst types from USPTO. Reactant: [F:1][C:2]1[CH:3]=[C:4]([C:8]2[CH:12]=[C:11]([C:13]([O:15][CH2:16][CH3:17])=[O:14])[NH:10][N:9]=2)[CH:5]=[CH:6][CH:7]=1.[Li+].C[Si]([N-][Si](C)(C)C)(C)C.Cl[CH2:29][C:30]#[N:31]. Product: [C:30]([CH2:29][N:10]1[C:11]([C:13]([O:15][CH2:16][CH3:17])=[O:14])=[CH:12][C:8]([C:4]2[CH:5]=[CH:6][CH:7]=[C:2]([F:1])[CH:3]=2)=[N:9]1)#[N:31]. The catalyst class is: 3.